Predict the product of the given reaction. From a dataset of Forward reaction prediction with 1.9M reactions from USPTO patents (1976-2016). (1) Given the reactants [F:1][C:2]1[C:7]([F:8])=[CH:6][C:5]([F:9])=[C:4](NN)[N:3]=1.C(O)(=O)C, predict the reaction product. The product is: [F:1][C:2]1[C:7]([F:8])=[CH:6][C:5]([F:9])=[CH:4][N:3]=1. (2) Given the reactants [CH:1]([C:3]1[CH:12]=[CH:11][C:10]2[C:5](=[CH:6][CH:7]=[CH:8][C:9]=2[N:13]2[CH2:18][CH2:17][N:16]([C:19]([O:21][C:22]([CH3:25])([CH3:24])[CH3:23])=[O:20])[CH2:15][CH2:14]2)[N:4]=1)=[O:2].[BH4-].[Na+], predict the reaction product. The product is: [OH:2][CH2:1][C:3]1[CH:12]=[CH:11][C:10]2[C:5](=[CH:6][CH:7]=[CH:8][C:9]=2[N:13]2[CH2:14][CH2:15][N:16]([C:19]([O:21][C:22]([CH3:25])([CH3:24])[CH3:23])=[O:20])[CH2:17][CH2:18]2)[N:4]=1.